From a dataset of Full USPTO retrosynthesis dataset with 1.9M reactions from patents (1976-2016). Predict the reactants needed to synthesize the given product. Given the product [C:2]1([C:12]2[CH:17]=[CH:16][CH:15]=[CH:14][CH:13]=2)[CH:9]=[CH:8][CH:7]=[C:4]([C:5]#[N:6])[C:3]=1[C:10]#[N:11], predict the reactants needed to synthesize it. The reactants are: Cl[C:2]1[CH:9]=[CH:8][CH:7]=[C:4]([C:5]#[N:6])[C:3]=1[C:10]#[N:11].[C:12]1(B(O)O)[CH:17]=[CH:16][CH:15]=[CH:14][CH:13]=1.[F-].[Cs+].